Task: Predict the reactants needed to synthesize the given product.. Dataset: Full USPTO retrosynthesis dataset with 1.9M reactions from patents (1976-2016) Given the product [F:15][C:16]1[CH:21]=[C:20]([C:2]2[CH:11]=[CH:10][C:5]([C:6]([O:8][CH3:9])=[O:7])=[C:4]([N+:12]([O-:14])=[O:13])[CH:3]=2)[CH:19]=[CH:18][CH:17]=1, predict the reactants needed to synthesize it. The reactants are: Cl[C:2]1[CH:11]=[CH:10][C:5]([C:6]([O:8][CH3:9])=[O:7])=[C:4]([N+:12]([O-:14])=[O:13])[CH:3]=1.[F:15][C:16]1[CH:17]=[C:18](B(O)O)[CH:19]=[CH:20][CH:21]=1.[F-].[Cs+].O.